From a dataset of Full USPTO retrosynthesis dataset with 1.9M reactions from patents (1976-2016). Predict the reactants needed to synthesize the given product. (1) Given the product [N:16]1[CH:15]=[C:14]([C:12]([NH:11][C:9]2[CH:10]=[C:5]([C:3]3[N:4]=[C:24]([CH2:25][CH2:26][C:27]([OH:29])=[O:28])[O:1][N:2]=3)[CH:6]=[CH:7][C:8]=2[CH3:23])=[O:13])[N:18]2[CH:19]=[CH:20][CH:21]=[CH:22][C:17]=12, predict the reactants needed to synthesize it. The reactants are: [OH:1][N:2]=[C:3]([C:5]1[CH:6]=[CH:7][C:8]([CH3:23])=[C:9]([NH:11][C:12]([C:14]2[N:18]3[CH:19]=[CH:20][CH:21]=[CH:22][C:17]3=[N:16][CH:15]=2)=[O:13])[CH:10]=1)[NH2:4].[C:24]1(=O)[O:29][C:27](=[O:28])[CH2:26][CH2:25]1. (2) Given the product [CH3:16][O:17][C:18]1[CH:19]=[CH:20][C:21]([N:24]2[CH2:29][CH2:28][N:27]([C:2]3[C:3]([CH3:15])=[C:4]([CH3:14])[C:5]4[O:9][C:8]([CH3:11])([CH3:10])[CH2:7][C:6]=4[C:12]=3[CH3:13])[CH2:26][CH2:25]2)=[CH:22][CH:23]=1, predict the reactants needed to synthesize it. The reactants are: Br[C:2]1[C:3]([CH3:15])=[C:4]([CH3:14])[C:5]2[O:9][C:8]([CH3:11])([CH3:10])[CH2:7][C:6]=2[C:12]=1[CH3:13].[CH3:16][O:17][C:18]1[CH:23]=[CH:22][C:21]([N:24]2[CH2:29][CH2:28][NH:27][CH2:26][CH2:25]2)=[CH:20][CH:19]=1.C1C=CC(P(C2C(C3C(P(C4C=CC=CC=4)C4C=CC=CC=4)=CC=C4C=3C=CC=C4)=C3C(C=CC=C3)=CC=2)C2C=CC=CC=2)=CC=1.CC(C)([O-])C.[Na+].